From a dataset of Full USPTO retrosynthesis dataset with 1.9M reactions from patents (1976-2016). Predict the reactants needed to synthesize the given product. (1) Given the product [CH2:1]([O:3][C:4]([C:6]1([CH3:18])[CH2:11][NH:10][C:9]2[CH:13]=[C:14]([Cl:17])[CH:15]=[CH:16][C:8]=2[O:7]1)=[O:5])[CH3:2], predict the reactants needed to synthesize it. The reactants are: [CH2:1]([O:3][C:4]([C:6]1([CH3:18])[C:11](=O)[NH:10][C:9]2[CH:13]=[C:14]([Cl:17])[CH:15]=[CH:16][C:8]=2[O:7]1)=[O:5])[CH3:2].CSC.B.CO. (2) Given the product [CH:2]([C:5]1[S:6][CH:7]=[C:8]([C:10]2[S:14][C:13]([NH2:15])=[N:12][C:11]=2[CH3:19])[N:9]=1)([CH3:4])[CH3:3], predict the reactants needed to synthesize it. The reactants are: Cl.[CH:2]([C:5]1[S:6][CH:7]=[C:8]([C:10]2[S:14][C:13]([NH:15]C(=O)C)=[N:12][C:11]=2[CH3:19])[N:9]=1)([CH3:4])[CH3:3]. (3) Given the product [CH:34]([O:33][C:24]1[C:23]2[C:28](=[CH:29][CH:30]=[C:21]([CH:19]=[C:10]3[S:9][C:8]([NH:7][CH2:6][C:2]4[S:1][CH:5]=[CH:4][CH:3]=4)=[N:12][C:11]3=[O:13])[N:22]=2)[N:27]=[CH:26][C:25]=1[C:31]#[N:32])([CH3:36])[CH3:35], predict the reactants needed to synthesize it. The reactants are: [S:1]1[CH:5]=[CH:4][CH:3]=[C:2]1[CH2:6][NH:7][C:8]1[S:9][CH2:10][C:11](=[O:13])[N:12]=1.C(O[Na])(C)=O.[CH:19]([C:21]1[N:22]=[C:23]2[C:28](=[CH:29][CH:30]=1)[N:27]=[CH:26][C:25]([C:31]#[N:32])=[C:24]2[O:33][CH:34]([CH3:36])[CH3:35])=O. (4) Given the product [C:24]([C@H:28]1[CH2:33][CH2:32][C@H:31]([O:1][C:2]2[CH:3]=[C:4]3[C:9](=[CH:10][CH:11]=2)[CH:8]=[C:7]([C:12]([N:14]2[CH2:19][CH2:18][CH:17]([C:20]([O:22][CH3:23])=[O:21])[CH2:16][CH2:15]2)=[O:13])[CH:6]=[CH:5]3)[CH2:30][CH2:29]1)([CH3:27])([CH3:26])[CH3:25], predict the reactants needed to synthesize it. The reactants are: [OH:1][C:2]1[CH:3]=[C:4]2[C:9](=[CH:10][CH:11]=1)[CH:8]=[C:7]([C:12]([N:14]1[CH2:19][CH2:18][CH:17]([C:20]([O:22][CH3:23])=[O:21])[CH2:16][CH2:15]1)=[O:13])[CH:6]=[CH:5]2.[C:24]([C@@H:28]1[CH2:33][CH2:32][C@H:31](O)[CH2:30][CH2:29]1)([CH3:27])([CH3:26])[CH3:25].C1C=CC(P(C2C=CC=CC=2)C2C=CC=CC=2)=CC=1.CC(OC(/N=N/C(OC(C)C)=O)=O)C. (5) Given the product [CH3:30][N:22]1[C:23]2[C:28](=[C:27]([CH3:29])[CH:26]=[CH:25][CH:24]=2)[C:20]([CH2:19][N:10]2[C:11]3[C:16](=[CH:15][CH:14]=[CH:13][CH:12]=3)[C:17](=[O:18])[N:8]([CH:4]([CH2:5][CH2:6][CH3:7])[C:3]([OH:32])=[O:2])[C:9]2=[O:31])=[CH:21]1, predict the reactants needed to synthesize it. The reactants are: C[O:2][C:3](=[O:32])[CH:4]([N:8]1[C:17](=[O:18])[C:16]2[C:11](=[CH:12][CH:13]=[CH:14][CH:15]=2)[N:10]([CH2:19][C:20]2[C:28]3[C:23](=[CH:24][CH:25]=[CH:26][C:27]=3[CH3:29])[N:22]([CH3:30])[CH:21]=2)[C:9]1=[O:31])[CH2:5][CH2:6][CH3:7].